From a dataset of Forward reaction prediction with 1.9M reactions from USPTO patents (1976-2016). Predict the product of the given reaction. (1) Given the reactants [ClH:1].[CH3:2][O:3][C:4]1[CH:5]=[C:6]2[C:11](=[CH:12][C:13]=1[O:14][CH3:15])[N:10]=[CH:9][CH:8]=[C:7]2[O:16][C:17]1[CH:18]=[C:19]2[C:24](=[CH:25][CH:26]=1)[C:23]([C:27](O)=[O:28])=[CH:22][CH:21]=[CH:20]2.CN(C(ON1N=NC2C=CC=NC1=2)=[N+](C)C)C.F[P-](F)(F)(F)(F)F.CCN(CC)CC.O[C:62]1[CH:68]=[CH:67][C:65]([NH2:66])=[CH:64][CH:63]=1, predict the reaction product. The product is: [Cl:1][C:62]1[CH:68]=[CH:67][C:65]([NH:66][C:27]([C:23]2[C:24]3[C:19](=[CH:18][C:17]([O:16][C:7]4[C:6]5[C:11](=[CH:12][C:13]([O:14][CH3:15])=[C:4]([O:3][CH3:2])[CH:5]=5)[N:10]=[CH:9][CH:8]=4)=[CH:26][CH:25]=3)[CH:20]=[CH:21][CH:22]=2)=[O:28])=[CH:64][CH:63]=1. (2) Given the reactants [OH-].[Na+].Cl.Cl.[CH3:5][N:6]1[C:10]2[CH:11]=[C:12]([O:15][C:16]3[CH:21]=[CH:20][CH:19]=[C:18]([N:22]4[CH2:27][CH2:26][O:25][CH2:24][CH2:23]4)[CH:17]=3)[CH:13]=[CH:14][C:9]=2[N:8]=[C:7]1[CH2:28][O:29][C:30]1[CH:31]=[C:32]([CH:37]=[CH:38][CH:39]=1)[C:33]([O:35]C)=[O:34].Cl, predict the reaction product. The product is: [CH3:5][N:6]1[C:10]2[CH:11]=[C:12]([O:15][C:16]3[CH:21]=[CH:20][CH:19]=[C:18]([N:22]4[CH2:23][CH2:24][O:25][CH2:26][CH2:27]4)[CH:17]=3)[CH:13]=[CH:14][C:9]=2[N:8]=[C:7]1[CH2:28][O:29][C:30]1[CH:31]=[C:32]([CH:37]=[CH:38][CH:39]=1)[C:33]([OH:35])=[O:34]. (3) The product is: [ClH:1].[ClH:1].[ClH:1].[CH3:33][N:29]1[C:30]2[C:26](=[CH:25][C:24]([NH:23][C:22]3[C:17]4[CH:16]=[C:15]([C:12]5[CH2:13][CH2:14][NH:9][CH2:10][CH:11]=5)[NH:34][C:18]=4[N:19]=[CH:20][N:21]=3)=[CH:32][CH:31]=2)[CH:27]=[N:28]1. Given the reactants [ClH:1].C(OC([N:9]1[CH2:14][CH:13]=[C:12]([C:15]2[NH:34][C:18]3[N:19]=[CH:20][N:21]=[C:22]([NH:23][C:24]4[CH:25]=[C:26]5[C:30](=[CH:31][CH:32]=4)[N:29]([CH3:33])[N:28]=[CH:27]5)[C:17]=3[CH:16]=2)[CH2:11][CH2:10]1)=O)(C)(C)C, predict the reaction product. (4) Given the reactants CN(C([O:8]N1N=NC2C=CC=NC1=2)=[N+](C)C)C.F[P-](F)(F)(F)(F)F.[CH:25](N([CH:31]([CH3:33])[CH3:32])CC)([CH3:27])[CH3:26].[N:34]1([C:40]2[C:49]3[C:44](=[CH:45][CH:46]=[CH:47][CH:48]=3)[N:43]=[CH:42][CH:41]=2)[CH2:39][CH2:38][NH:37][CH2:36][CH2:35]1.Cl[CH2:51][Cl:52], predict the reaction product. The product is: [Cl:52][CH2:51]/[CH:33]=[CH:31]/[C:32]([N:37]1[CH2:38][CH2:39][N:34]([C:40]2[C:49]3[C:44](=[CH:45][CH:46]=[CH:47][CH:48]=3)[N:43]=[CH:42][CH:41]=2)[CH2:35][CH2:36]1)=[O:8].[Cl:52][CH2:51]/[CH:26]=[CH:25]\[C:27]([N:37]1[CH2:38][CH2:39][N:34]([C:40]2[C:49]3[C:44](=[CH:45][CH:46]=[CH:47][CH:48]=3)[N:43]=[CH:42][CH:41]=2)[CH2:35][CH2:36]1)=[O:8]. (5) Given the reactants Cl[C:2]1[N:7]=[C:6]([N:8]2[CH2:13][CH2:12][O:11][CH2:10][CH2:9]2)[C:5]([C:14]#[N:15])=[CH:4][N:3]=1.[CH:16]([NH:19][CH2:20][CH2:21][CH2:22][NH:23][S:24]([C:27]1[CH:33]=[CH:32][C:30]([NH2:31])=[CH:29][CH:28]=1)(=[O:26])=[O:25])([CH3:18])[CH3:17].Cl, predict the reaction product. The product is: [C:14]([C:5]1[C:6]([N:8]2[CH2:13][CH2:12][O:11][CH2:10][CH2:9]2)=[N:7][C:2]([NH:31][C:30]2[CH:32]=[CH:33][C:27]([S:24](=[O:26])(=[O:25])[NH:23][CH2:22][CH2:21][CH2:20][NH:19][CH:16]([CH3:17])[CH3:18])=[CH:28][CH:29]=2)=[N:3][CH:4]=1)#[N:15]. (6) Given the reactants [NH2:1][C:2]1[N:6]([C:7]2[CH:12]=[CH:11][C:10]([F:13])=[CH:9][CH:8]=2)[N:5]=[CH:4][C:3]=1[C:14]([NH2:16])=[O:15].[CH:17](OCC)(OCC)OCC, predict the reaction product. The product is: [F:13][C:10]1[CH:9]=[CH:8][C:7]([N:6]2[C:2]3[N:1]=[CH:17][NH:16][C:14](=[O:15])[C:3]=3[CH:4]=[N:5]2)=[CH:12][CH:11]=1.